From a dataset of NCI-60 drug combinations with 297,098 pairs across 59 cell lines. Regression. Given two drug SMILES strings and cell line genomic features, predict the synergy score measuring deviation from expected non-interaction effect. Drug 1: CCC(=C(C1=CC=CC=C1)C2=CC=C(C=C2)OCCN(C)C)C3=CC=CC=C3.C(C(=O)O)C(CC(=O)O)(C(=O)O)O. Drug 2: CC(C)CN1C=NC2=C1C3=CC=CC=C3N=C2N. Cell line: BT-549. Synergy scores: CSS=2.89, Synergy_ZIP=-1.57, Synergy_Bliss=-0.510, Synergy_Loewe=-2.12, Synergy_HSA=-2.80.